Dataset: CYP2C9 inhibition data for predicting drug metabolism from PubChem BioAssay. Task: Regression/Classification. Given a drug SMILES string, predict its absorption, distribution, metabolism, or excretion properties. Task type varies by dataset: regression for continuous measurements (e.g., permeability, clearance, half-life) or binary classification for categorical outcomes (e.g., BBB penetration, CYP inhibition). Dataset: cyp2c9_veith. (1) The result is 0 (non-inhibitor). The compound is COc1ccccc1CN1CCCC2(CCN(C(=O)c3cc(C(F)(F)F)cc(C(F)(F)F)c3)CC2)C1. (2) The compound is COc1ccccc1-c1cc(Nc2ccc(F)cc2)ncn1. The result is 0 (non-inhibitor).